Dataset: Full USPTO retrosynthesis dataset with 1.9M reactions from patents (1976-2016). Task: Predict the reactants needed to synthesize the given product. (1) Given the product [CH2:36]([C:34]1[CH:33]=[CH:32][N:31]=[C:30]([CH2:29][O:28][C:7]2[CH:6]=[CH:5][C:4]([C:1](=[O:3])[CH3:2])=[CH:9][C:8]=2[C:10]2[CH:27]=[CH:26][C:13]3[CH2:14][CH2:15][NH:16][CH2:17][CH2:18][C:12]=3[CH:11]=2)[CH:35]=1)[CH3:37], predict the reactants needed to synthesize it. The reactants are: [C:1]([C:4]1[CH:5]=[CH:6][C:7]([O:28][CH2:29][C:30]2[CH:35]=[C:34]([CH2:36][CH3:37])[CH:33]=[CH:32][N:31]=2)=[C:8]([C:10]2[CH:27]=[CH:26][C:13]3[CH2:14][CH2:15][N:16](C(OC(C)(C)C)=O)[CH2:17][CH2:18][C:12]=3[CH:11]=2)[CH:9]=1)(=[O:3])[CH3:2].C(O)(C(F)(F)F)=O. (2) The reactants are: [C:1]1([C@@H:7]2[CH2:9][C@H:8]2[NH:10][CH2:11][CH:12]2[CH2:17][CH2:16][N:15](C(OC(C)(C)C)=O)[CH2:14][CH2:13]2)[CH:6]=[CH:5][CH:4]=[CH:3][CH:2]=1.C(=O)([O-])[O-].[K+].[K+].IC. Given the product [C:1]1([C@@H:7]2[CH2:9][C@H:8]2[NH:10][CH2:11][CH:12]2[CH2:17][CH2:16][NH:15][CH2:14][CH2:13]2)[CH:2]=[CH:3][CH:4]=[CH:5][CH:6]=1, predict the reactants needed to synthesize it. (3) Given the product [OH2:19].[CH3:1][C:2]1([CH3:18])[C:6]2[NH:7][N:8]=[CH:9][C:5]=2[C@@H:4]([C:10]2[CH:17]=[CH:16][C:13]([C:14]#[N:15])=[CH:12][CH:11]=2)[CH2:3]1.[CH3:1][C:2]1([CH3:18])[C:6]2[NH:7][N:8]=[CH:9][C:5]=2[C@@H:4]([C:10]2[CH:17]=[CH:16][C:13]([C:14]#[N:15])=[CH:12][CH:11]=2)[CH2:3]1, predict the reactants needed to synthesize it. The reactants are: [CH3:1][C:2]1([CH3:18])[C:6]2[NH:7][N:8]=[CH:9][C:5]=2[C@@H:4]([C:10]2[CH:17]=[CH:16][C:13]([C:14]#[N:15])=[CH:12][CH:11]=2)[CH2:3]1.[OH2:19]. (4) Given the product [NH2:1][C:2]1[N:10]=[C:9]([O:11][CH2:12][CH2:13][O:14][CH3:15])[N:8]=[C:7]2[C:3]=1[N:4]=[C:5]([Br:31])[N:6]2[CH2:16][C:17]1[CH:18]=[C:19]([P:23](=[O:30])([O:24][CH2:25][CH3:26])[O:27][CH2:28][CH3:29])[CH:20]=[CH:21][CH:22]=1, predict the reactants needed to synthesize it. The reactants are: [NH2:1][C:2]1[N:10]=[C:9]([O:11][CH2:12][CH2:13][O:14][CH3:15])[N:8]=[C:7]2[C:3]=1[N:4]=[CH:5][N:6]2[CH2:16][C:17]1[CH:18]=[C:19]([P:23](=[O:30])([O:27][CH2:28][CH3:29])[O:24][CH2:25][CH3:26])[CH:20]=[CH:21][CH:22]=1.[Br:31]N1C(=O)CCC1=O. (5) Given the product [CH:70]1([C:74]([NH:8][C@H:9]([C:63]2[CH:64]=[CH:65][CH:66]=[CH:67][CH:68]=2)[C:10]([N:12]2[CH2:16][C@@H:15]([CH2:17][O:18][CH3:19])[CH2:14][C@H:13]2[C:20]2[NH:24][C:23]3[C:25]4[C:30]([CH:31]=[CH:32][C:22]=3[N:21]=2)=[CH:29][C:28]([C:33]2[CH:34]=[C:35]3[C:60](=[CH:61][CH:62]=2)[C:39]2[NH:40][C:41]([C@@H:43]5[CH2:47][C@H:46]([CH3:48])[CH2:45][N:44]5[C:49](=[O:59])[C@@H:50]([NH:54][C:55](=[O:58])[O:56][CH3:57])[CH:51]([CH3:53])[CH3:52])=[N:42][C:38]=2[CH:37]=[CH:36]3)=[CH:27][CH:26]=4)=[O:11])=[O:76])[CH2:71][CH2:72][CH2:73]1, predict the reactants needed to synthesize it. The reactants are: C(OC([NH:8][C@H:9]([C:63]1[CH:68]=[CH:67][CH:66]=[CH:65][CH:64]=1)[C:10]([N:12]1[CH2:16][C@@H:15]([CH2:17][O:18][CH3:19])[CH2:14][C@H:13]1[C:20]1[NH:24][C:23]2[C:25]3[C:30]([CH:31]=[CH:32][C:22]=2[N:21]=1)=[CH:29][C:28]([C:33]1[CH:34]=[C:35]2[C:60](=[CH:61][CH:62]=1)[C:39]1[NH:40][C:41]([C@@H:43]4[CH2:47][C@H:46]([CH3:48])[CH2:45][N:44]4[C:49](=[O:59])[C@@H:50]([NH:54][C:55](=[O:58])[O:56][CH3:57])[CH:51]([CH3:53])[CH3:52])=[N:42][C:38]=1[CH:37]=[CH:36]2)=[CH:27][CH:26]=3)=[O:11])=O)(C)(C)C.Cl.[CH:70]1([C:74]([OH:76])=O)[CH2:73][CH2:72][CH2:71]1.CN(C(ON1N=NC2C=CC=NC1=2)=[N+](C)C)C.F[P-](F)(F)(F)(F)F.CCN(C(C)C)C(C)C. (6) Given the product [OH:27][C@@H:9]([CH2:10][N:11]1[CH2:18][CH:17]2[O:19][CH:13]([CH2:14][NH:15][CH2:16]2)[CH2:12]1)[CH2:8][O:7][C:6]1[CH:28]=[CH:29][C:3]([C:1]#[N:2])=[CH:4][CH:5]=1, predict the reactants needed to synthesize it. The reactants are: [C:1]([C:3]1[CH:29]=[CH:28][C:6]([O:7][CH2:8][C@@H:9]([OH:27])[CH2:10][N:11]2[CH2:18][CH:17]3[O:19][CH:13]([CH2:14][N:15](C(OC(C)(C)C)=O)[CH2:16]3)[CH2:12]2)=[CH:5][CH:4]=1)#[N:2].Cl. (7) Given the product [C:12]([O:11][C:9]([N:8]1[C@H:7]2[CH2:16][S:17][C@@H:18]([CH2:19][CH2:20][CH2:21][CH2:22][C:23]([OH:35])=[O:24])[C@H:6]2[O:5][C:4]1([CH3:36])[CH3:3])=[O:10])([CH3:15])([CH3:13])[CH3:14], predict the reactants needed to synthesize it. The reactants are: CO.[CH3:3][C:4]1([CH3:36])[N:8]([C:9]([O:11][C:12]([CH3:15])([CH3:14])[CH3:13])=[O:10])[C@H:7]2[CH2:16][S:17]/[C:18](=[CH:19]/[CH2:20][CH2:21][CH2:22][C:23](=[O:35])[O:24]CC3(C)COC(C)(C)OC3)/[C@H:6]2[O:5]1.[H][H].[OH-].[Li+]. (8) Given the product [ClH:33].[ClH:40].[CH2:19]([CH:16]1[CH2:17][CH2:18][N:13]([CH2:12][C:11]([NH:10][C:6]2[CH:7]=[CH:8][CH:9]=[C:4]([NH:3][S:37]([CH3:36])(=[O:39])=[O:38])[CH:5]=2)=[O:26])[CH2:14][CH2:15]1)[C:20]1[CH:25]=[CH:24][CH:23]=[CH:22][CH:21]=1, predict the reactants needed to synthesize it. The reactants are: Cl.Cl.[NH2:3][C:4]1[CH:5]=[C:6]([NH:10][C:11](=[O:26])[CH2:12][N:13]2[CH2:18][CH2:17][CH:16]([CH2:19][C:20]3[CH:25]=[CH:24][CH:23]=[CH:22][CH:21]=3)[CH2:15][CH2:14]2)[CH:7]=[CH:8][CH:9]=1.N1C=CC=CC=1.[Cl:33]CCl.[CH3:36][S:37]([Cl:40])(=[O:39])=[O:38]. (9) The reactants are: [CH3:1][CH:2]([CH2:22][CH2:23][CH3:24])[CH2:3][O:4][C:5]1[CH:10]=[CH:9][C:8]([C@@H:11]([NH:14][C:15](=[O:21])[O:16][C:17]([CH3:20])([CH3:19])[CH3:18])[CH:12]=O)=[CH:7][CH:6]=1.[CH3:25][N:26]1[CH2:31][CH2:30][NH:29][CH2:28][CH2:27]1.C(O[BH-](OC(=O)C)OC(=O)C)(=O)C.[Na+].C([O-])(O)=O.[Na+]. Given the product [CH3:1][CH:2]([CH2:22][CH2:23][CH3:24])[CH2:3][O:4][C:5]1[CH:10]=[CH:9][C:8]([C@@H:11]([NH:14][C:15](=[O:21])[O:16][C:17]([CH3:20])([CH3:19])[CH3:18])[CH2:12][N:29]2[CH2:30][CH2:31][N:26]([CH3:25])[CH2:27][CH2:28]2)=[CH:7][CH:6]=1, predict the reactants needed to synthesize it. (10) Given the product [CH3:32][C:33]([CH3:46])([CH3:45])[C:34]#[C:35][C:2]1[CH:23]=[CH:22][C:5]([C:6]([NH:8][S:9]([C:12]2[CH:17]=[CH:16][CH:15]=[CH:14][C:13]=2[S:18](=[O:21])(=[O:20])[NH2:19])(=[O:11])=[O:10])=[O:7])=[CH:4][C:3]=1[O:24][CH2:25][CH2:26][O:27][CH2:28][CH2:29][O:30][CH3:31], predict the reactants needed to synthesize it. The reactants are: Br[C:2]1[CH:23]=[CH:22][C:5]([C:6]([NH:8][S:9]([C:12]2[CH:17]=[CH:16][CH:15]=[CH:14][C:13]=2[S:18](=[O:21])(=[O:20])[NH2:19])(=[O:11])=[O:10])=[O:7])=[CH:4][C:3]=1[O:24][CH2:25][CH2:26][O:27][CH2:28][CH2:29][O:30][CH3:31].[CH3:32][C:33]([CH3:46])([CH3:45])[C:34]#[C:35]B(OC(C)C)OC(C)C.